From a dataset of Peptide-MHC class I binding affinity with 185,985 pairs from IEDB/IMGT. Regression. Given a peptide amino acid sequence and an MHC pseudo amino acid sequence, predict their binding affinity value. This is MHC class I binding data. (1) The peptide sequence is WQQIGLVEV. The MHC is HLA-B27:03 with pseudo-sequence HLA-B27:03. The binding affinity (normalized) is 0.0847. (2) The peptide sequence is GRNQFVDGL. The MHC is HLA-B18:01 with pseudo-sequence HLA-B18:01. The binding affinity (normalized) is 0.213. (3) The peptide sequence is KRKLMYVSA. The MHC is HLA-A23:01 with pseudo-sequence HLA-A23:01. The binding affinity (normalized) is 0.0847.